From a dataset of Experimentally validated miRNA-target interactions with 360,000+ pairs, plus equal number of negative samples. Binary Classification. Given a miRNA mature sequence and a target amino acid sequence, predict their likelihood of interaction. Result: 0 (no interaction). The miRNA is hsa-miR-6796-5p with sequence UUGUGGGGUUGGAGAGCUGGCUG. The protein sequence of the target gene is MGSSSLSEDYRQCLERELRRGRAGVCGDPSLRAVLWQILVEDFDLHGALQDDALALFTDGLWGRADLAPALQDLARAFELLELAAVHLYLLPWRKEFTTIKTFSGGYVHVLKGVLSEELLTRSFQKMGYVRRDNHRLMVTTPPPACQLVQVALGCFALRLECEILSEVLTQLGTSVLPAEELLRARRASGDVASCVAWLQQRLAQDEEPPPLPPRGTPATYGAPVDLYQDLQEDESSEASLYGEPSPGLDSPPVELAYRPPLWEQSAKLWGSGGQPWEPPADDMHRASSPPYGALEEELE....